From a dataset of Reaction yield outcomes from USPTO patents with 853,638 reactions. Predict the reaction yield, written as a fraction of the theoretical maximum amount of product (1.0 means a 100% yield; for example, 0.34 means a 34% yield). (1) The reactants are [CH:1]([C:4]1[N:5]=[C:6]([C:9]2[CH:18]=[C:17]([O:19][CH:20]3[CH2:38][CH:37]4[N:22]([C:23](=[O:59])[N:24](CC5C=CC(OC)=CC=5)[CH2:25][CH2:26][CH2:27][CH2:28][CH2:29][CH:30]=[CH:31][CH:32]5[C:34]([C:40]([NH:42][S:43]([C:46]6([CH3:49])[CH2:48][CH2:47]6)(=[O:45])=[O:44])=[O:41])([NH:35][C:36]4=[O:39])[CH2:33]5)[CH2:21]3)[C:16]3[C:11](=[C:12]([CH3:62])[C:13]([O:60][CH3:61])=[CH:14][CH:15]=3)[N:10]=2)[S:7][CH:8]=1)([CH3:3])[CH3:2].C([SiH](CC)CC)C.C(O)(C(F)(F)F)=O. The catalyst is ClCCl. The product is [CH:1]([C:4]1[N:5]=[C:6]([C:9]2[CH:18]=[C:17]([O:19][CH:20]3[CH2:38][CH:37]4[N:22]([C:23](=[O:59])[NH:24][CH2:25][CH2:26][CH2:27][CH2:28][CH2:29][CH:30]=[CH:31][CH:32]5[C:34]([C:40]([NH:42][S:43]([C:46]6([CH3:49])[CH2:48][CH2:47]6)(=[O:45])=[O:44])=[O:41])([NH:35][C:36]4=[O:39])[CH2:33]5)[CH2:21]3)[C:16]3[C:11](=[C:12]([CH3:62])[C:13]([O:60][CH3:61])=[CH:14][CH:15]=3)[N:10]=2)[S:7][CH:8]=1)([CH3:2])[CH3:3]. The yield is 0.800. (2) The reactants are [CH3:1][O:2][C:3](=[O:16])[C:4]1[CH:9]=[C:8](I)[C:7]([C:11]([F:14])([F:13])[F:12])=[CH:6][C:5]=1[NH2:15].[CH3:17][N:18]1[CH:22]=[C:21](B2OC(C)(C)C(C)(C)O2)[CH:20]=[N:19]1.C([O-])([O-])=O.[K+].[K+].C1(P(C2C=CC=CC=2)C2C=CC=CC=2)C=CC=CC=1. The catalyst is O1CCOCC1. The product is [CH3:1][O:2][C:3](=[O:16])[C:4]1[CH:9]=[C:8]([C:21]2[CH:20]=[N:19][N:18]([CH3:17])[CH:22]=2)[C:7]([C:11]([F:14])([F:13])[F:12])=[CH:6][C:5]=1[NH2:15]. The yield is 0.660. (3) The reactants are [NH2:1][C@@H:2]([C:4](O)=[O:5])[CH3:3].[H-].[H-].[H-].[H-].[Li+].[Al+3].C1COCC1.[CH3:30][C:29]([O:28][C:26](O[C:26]([O:28][C:29]([CH3:32])([CH3:31])[CH3:30])=[O:27])=[O:27])([CH3:32])[CH3:31]. The catalyst is C(Cl)Cl. The product is [C:26]([C@@H:4]([OH:5])[CH:2]([NH2:1])[CH3:3])([O:28][C:29]([CH3:30])([CH3:31])[CH3:32])=[O:27]. The yield is 0.630. (4) The reactants are C([O:3][C:4](=[O:33])[CH:5]=[C:6]([C:8]1[O:12][C:11]2[CH:13]=[CH:14][C:15]([C:17]3[CH:22]=[C:21]([CH2:23][CH3:24])[CH:20]=[C:19]([C:25]([CH3:28])([CH3:27])[CH3:26])[C:18]=3[O:29][CH2:30][O:31][CH3:32])=[CH:16][C:10]=2[CH:9]=1)[CH3:7])C. The catalyst is C1COCC1.CO.[Li+].[OH-]. The product is [CH3:32][O:31][CH2:30][O:29][C:18]1[C:19]([C:25]([CH3:28])([CH3:26])[CH3:27])=[CH:20][C:21]([CH2:23][CH3:24])=[CH:22][C:17]=1[C:15]1[CH:14]=[CH:13][C:11]2[O:12][C:8]([C:6]([CH3:7])=[CH:5][C:4]([OH:33])=[O:3])=[CH:9][C:10]=2[CH:16]=1. The yield is 0.210. (5) The yield is 0.710. The product is [CH2:11]([O:10][C:8](=[O:9])[CH2:7][O:37][C:34]1[CH:33]=[CH:32][C:31]([C@@H:28]2[CH2:29][CH2:30][C@H:26]([NH:25][C@@H:23]([C:13]3[C:22]4[C:17](=[CH:18][CH:19]=[CH:20][CH:21]=4)[CH:16]=[CH:15][CH:14]=3)[CH3:24])[CH2:27]2)=[CH:36][CH:35]=1)[CH3:12]. The catalyst is O. The reactants are CN(C)C=O.Br[CH2:7][C:8]([O:10][CH2:11][CH3:12])=[O:9].[C:13]1([C@H:23]([NH:25][C@H:26]2[CH2:30][CH2:29][C@@H:28]([C:31]3[CH:36]=[CH:35][C:34]([OH:37])=[CH:33][CH:32]=3)[CH2:27]2)[CH3:24])[C:22]2[C:17](=[CH:18][CH:19]=[CH:20][CH:21]=2)[CH:16]=[CH:15][CH:14]=1.C(=O)([O-])[O-].[K+].[K+]. (6) The reactants are [Cl-].O[NH3+:3].[C:4](=[O:7])([O-])[OH:5].[Na+].CS(C)=O.[CH2:13]([C:17]1[N:18]=[C:19]([CH3:42])[N:20]([CH:39]([CH3:41])[CH3:40])[C:21](=[O:38])[C:22]=1[CH2:23][C:24]1[CH:29]=[CH:28][C:27]([C:30]2[C:31]([C:36]#[N:37])=[CH:32][CH:33]=[CH:34][CH:35]=2)=[CH:26][CH:25]=1)[CH2:14][CH2:15][CH3:16]. The catalyst is O.C(OCC)(=O)C. The product is [CH2:13]([C:17]1[N:18]=[C:19]([CH3:42])[N:20]([CH:39]([CH3:41])[CH3:40])[C:21](=[O:38])[C:22]=1[CH2:23][C:24]1[CH:29]=[CH:28][C:27]([C:30]2[CH:35]=[CH:34][CH:33]=[CH:32][C:31]=2[C:36]2[NH:3][C:4](=[O:7])[O:5][N:37]=2)=[CH:26][CH:25]=1)[CH2:14][CH2:15][CH3:16]. The yield is 0.530. (7) The reactants are [N:1]([CH2:4][CH2:5][O:6][CH:7]([C:21]1[CH:26]=[CH:25][CH:24]=[C:23]([F:27])[C:22]=1[C:28]1[CH:33]=[CH:32][CH:31]=[C:30]([CH3:34])[CH:29]=1)[C@@H:8]1[CH2:13][CH2:12][CH2:11][N:10]([C:14]([O:16][C:17]([CH3:20])([CH3:19])[CH3:18])=[O:15])[CH2:9]1)=[N+]=[N-]. The catalyst is CO.[Pd]. The product is [NH2:1][CH2:4][CH2:5][O:6][C@@H:7]([C:21]1[CH:26]=[CH:25][CH:24]=[C:23]([F:27])[C:22]=1[C:28]1[CH:33]=[CH:32][CH:31]=[C:30]([CH3:34])[CH:29]=1)[C@@H:8]1[CH2:13][CH2:12][CH2:11][N:10]([C:14]([O:16][C:17]([CH3:20])([CH3:19])[CH3:18])=[O:15])[CH2:9]1. The yield is 0.260.